From a dataset of Reaction yield outcomes from USPTO patents with 853,638 reactions. Predict the reaction yield, written as a fraction of the theoretical maximum amount of product (1.0 means a 100% yield; for example, 0.34 means a 34% yield). (1) The reactants are [Br:1][C:2]1[CH:7]=[N:6][CH:5]=[C:4]([CH3:8])[N:3]=1.[Br:9]N1C(=O)CCC1=O.C(OOC(=O)C1C=CC=CC=1)(=O)C1C=CC=CC=1. The catalyst is C(Cl)(Cl)(Cl)Cl. The product is [Br:1][C:2]1[CH:7]=[N:6][CH:5]=[C:4]([CH2:8][Br:9])[N:3]=1. The yield is 0.330. (2) The reactants are Br.[NH2:2][C:3]1[C:11]([OH:12])=[CH:10][CH:9]=[CH:8][C:4]=1[C:5]([OH:7])=[O:6].[C:13](Cl)(=O)[CH3:14].C(N(CC)CC)C.O.C1(C)C=CC(S(O)(=O)=O)=CC=1. The catalyst is ClCCl.O. The product is [CH3:13][C:14]1[O:12][C:11]2[C:3](=[C:4]([C:5]([OH:7])=[O:6])[CH:8]=[CH:9][CH:10]=2)[N:2]=1. The yield is 0.640. (3) The reactants are [Br:1][C:2]1[CH:7]=[CH:6][C:5]([S:8][CH2:9][CH:10](OCC)OCC)=[CH:4][CH:3]=1. The yield is 0.510. The catalyst is ClC1C=CC=CC=1.O. The product is [Br:1][C:2]1[CH:3]=[CH:4][C:5]2[S:8][CH:9]=[CH:10][C:6]=2[CH:7]=1. (4) The reactants are [C:1]([C:3]1[CH:8]=[CH:7][C:6]([CH2:9][O:10][C:11]2([CH3:14])[CH2:13][CH2:12]2)=[C:5]([CH:15]([CH3:17])[CH3:16])[CH:4]=1)#[CH:2].[CH3:18][O:19][C:20](=[O:29])[CH2:21][C:22]1[CH:27]=[CH:26][C:25](I)=[CH:24][CH:23]=1. The catalyst is C(N(CC)CC)C.[Cu]I.Cl[Pd](Cl)([P](C1C=CC=CC=1)(C1C=CC=CC=1)C1C=CC=CC=1)[P](C1C=CC=CC=1)(C1C=CC=CC=1)C1C=CC=CC=1. The product is [CH:15]([C:5]1[CH:4]=[C:3]([C:1]#[C:2][C:25]2[CH:26]=[CH:27][C:22]([CH2:21][C:20]([O:19][CH3:18])=[O:29])=[CH:23][CH:24]=2)[CH:8]=[CH:7][C:6]=1[CH2:9][O:10][C:11]1([CH3:14])[CH2:12][CH2:13]1)([CH3:17])[CH3:16]. The yield is 0.600. (5) The reactants are [NH:1]1[C:10]2[C:5](=[CH:6][CH:7]=[CH:8][CH:9]=2)[CH:4]=[CH:3][C:2]1=[O:11].CN(C=O)C.[H-].[Na+].Br[CH2:20][CH2:21][CH2:22][Cl:23]. The catalyst is CCOC(C)=O. The product is [Cl:23][CH2:22][CH2:21][CH2:20][N:1]1[C:10]2[C:5](=[CH:6][CH:7]=[CH:8][CH:9]=2)[CH:4]=[CH:3][C:2]1=[O:11]. The yield is 0.410.